Dataset: Reaction yield outcomes from USPTO patents with 853,638 reactions. Task: Predict the reaction yield, written as a fraction of the theoretical maximum amount of product (1.0 means a 100% yield; for example, 0.34 means a 34% yield). (1) The reactants are [CH3:1][C@@H:2]([NH:13][CH2:14][CH2:15][CH2:16][C:17]1[CH:18]=[CH:19][CH:20]=[C:21]([C:23]([F:26])([F:25])[F:24])[CH:22]=1)[C:3]1[CH:4]=[CH:5][CH:6]=[C:7]2[CH:12]=[CH:11][CH:10]=[CH:9][C:8]=12.[ClH:27]. The catalyst is C(#N)C. The product is [CH3:1][C@@H:2]([NH:13][CH2:14][CH2:15][CH2:16][C:17]1[CH:18]=[CH:19][CH:20]=[C:21]([C:23]([F:24])([F:25])[F:26])[CH:22]=1)[C:3]1[CH:4]=[CH:5][CH:6]=[C:7]2[CH:12]=[CH:11][CH:10]=[CH:9][C:8]=12.[ClH:27]. The yield is 0.630. (2) No catalyst specified. The reactants are [CH2:1]([O:3][C:4]([C:6]1[CH:7]=[C:8]2[C:13](=[CH:14][CH:15]=1)[NH:12][CH:11]([C:16]1[CH:21]=[C:20]([F:22])[CH:19]=[C:18]([Br:23])[CH:17]=1)[C:10]([CH3:25])([CH3:24])[CH:9]2O)=[O:5])[CH3:2].C([SiH](CC)CC)C.FC(F)(F)C(O)=O. The product is [CH2:1]([O:3][C:4]([C:6]1[CH:7]=[C:8]2[C:13](=[CH:14][CH:15]=1)[NH:12][CH:11]([C:16]1[CH:21]=[C:20]([F:22])[CH:19]=[C:18]([Br:23])[CH:17]=1)[C:10]([CH3:24])([CH3:25])[CH2:9]2)=[O:5])[CH3:2]. The yield is 0.160. (3) The reactants are C(O[B:5]1[O:9][C:8]([CH3:11])([CH3:10])[C:7]([CH3:13])([CH3:12])[O:6]1)(C)C.C([Li])CCC.[F:19][C:20]1[CH:25]=[C:24]([O:26][CH:27]([CH3:29])[CH3:28])[CH:23]=[C:22]([F:30])[CH:21]=1. No catalyst specified. The product is [F:19][C:20]1[CH:25]=[C:24]([O:26][CH:27]([CH3:28])[CH3:29])[CH:23]=[C:22]([F:30])[C:21]=1[B:5]1[O:6][C:7]([CH3:12])([CH3:13])[C:8]([CH3:10])([CH3:11])[O:9]1. The yield is 0.990. (4) The reactants are [C:1]([O:5][C:6]([NH:8][CH:9]1[CH2:13][C:12](=[CH2:14])[CH2:11][CH:10]1[C:15]([OH:17])=O)=[O:7])([CH3:4])([CH3:3])[CH3:2].OC1C2N=NNC=2C=CC=1.Cl.CN(C)CCCN=C=NCC.[Cl:40][C:41]1[CH:47]=[CH:46][C:44]([NH2:45])=[CH:43][CH:42]=1. The catalyst is C1COCC1.CCN(CC)CC. The product is [C:1]([O:5][C:6](=[O:7])[NH:8][CH:9]1[CH2:13][C:12](=[CH2:14])[CH2:11][CH:10]1[C:15](=[O:17])[NH:45][C:44]1[CH:46]=[CH:47][C:41]([Cl:40])=[CH:42][CH:43]=1)([CH3:2])([CH3:3])[CH3:4]. The yield is 0.640. (5) The reactants are C([O:3][P:4]([CH:9]([C:35]#[N:36])[CH2:10][C:11]([CH3:34])=[CH:12][CH2:13][C:14]1[C:15]([O:27]CC[Si](C)(C)C)=[C:16]2[C:20](=[C:21]([CH3:25])[C:22]=1[O:23][CH3:24])[CH2:19][O:18][C:17]2=[O:26])(=[O:8])[O:5]CC)C.C[Si](Br)(C)C.N1C(C)=CC=CC=1C. The catalyst is C(#N)C. The product is [C:35]([CH:9]([P:4](=[O:3])([OH:5])[OH:8])[CH2:10][C:11]([CH3:34])=[CH:12][CH2:13][C:14]1[C:15]([OH:27])=[C:16]2[C:20](=[C:21]([CH3:25])[C:22]=1[O:23][CH3:24])[CH2:19][O:18][C:17]2=[O:26])#[N:36]. The yield is 0.600. (6) The reactants are B(O)(O)[C:2]1[CH:3]=[CH:4][C:5]([CH3:8])=[CH:6][CH:7]=1.[NH2:11][C:12]1[N:13]=[C:14]([N:23]2[CH2:28][CH2:27][N:26]([C:29](=[O:39])[CH2:30][O:31][C:32]3[CH:37]=[CH:36][C:35]([Cl:38])=[CH:34][CH:33]=3)[CH2:25][CH2:24]2)[C:15]2[N:21]=[C:20](Cl)[CH:19]=[CH:18][C:16]=2[N:17]=1. No catalyst specified. The product is [NH2:11][C:12]1[N:13]=[C:14]([N:23]2[CH2:24][CH2:25][N:26]([C:29](=[O:39])[CH2:30][O:31][C:32]3[CH:37]=[CH:36][C:35]([Cl:38])=[CH:34][CH:33]=3)[CH2:27][CH2:28]2)[C:15]2[N:21]=[C:20]([C:2]3[CH:3]=[CH:4][C:5]([CH3:8])=[CH:6][CH:7]=3)[CH:19]=[CH:18][C:16]=2[N:17]=1. The yield is 0.980.